The task is: Predict the reactants needed to synthesize the given product.. This data is from Full USPTO retrosynthesis dataset with 1.9M reactions from patents (1976-2016). (1) Given the product [CH3:28][O:27][C:22]1[C:21]([C:19]2[O:18][N:17]=[C:16]([C:4]3[N:5]=[C:6]([N:8]([CH3:15])[C:9]4[CH:10]=[CH:11][CH:12]=[CH:13][CH:14]=4)[N:7]=[C:2]([NH2:1])[N:3]=3)[N:20]=2)=[CH:26][CH:25]=[CH:24][N:23]=1, predict the reactants needed to synthesize it. The reactants are: [NH2:1][C:2]1[N:7]=[C:6]([N:8]([CH3:15])[C:9]2[CH:14]=[CH:13][CH:12]=[CH:11][CH:10]=2)[N:5]=[C:4]([C:16]2[N:20]=[C:19]([C:21]3[C:22]([OH:27])=[N:23][CH:24]=[CH:25][CH:26]=3)[O:18][N:17]=2)[N:3]=1.[C:28](=O)([O-])[O-].[K+].[K+].CI. (2) Given the product [CH2:1]([C:8]1[CH:9]=[N:10][C:11]2[C:16]([C:17]=1[C:18]1[CH:19]=[C:20]([NH:24][CH2:34][C:33]3[CH:36]=[CH:37][C:30]([F:29])=[CH:31][C:32]=3[C:38]([F:40])([F:39])[F:41])[CH:21]=[CH:22][CH:23]=1)=[CH:15][CH:14]=[CH:13][C:12]=2[C:25]([F:28])([F:26])[F:27])[C:2]1[CH:3]=[CH:4][CH:5]=[CH:6][CH:7]=1, predict the reactants needed to synthesize it. The reactants are: [CH2:1]([C:8]1[CH:9]=[N:10][C:11]2[C:16]([C:17]=1[C:18]1[CH:19]=[C:20]([NH2:24])[CH:21]=[CH:22][CH:23]=1)=[CH:15][CH:14]=[CH:13][C:12]=2[C:25]([F:28])([F:27])[F:26])[C:2]1[CH:7]=[CH:6][CH:5]=[CH:4][CH:3]=1.[F:29][C:30]1[CH:37]=[CH:36][C:33]([CH:34]=O)=[C:32]([C:38]([F:41])([F:40])[F:39])[CH:31]=1. (3) The reactants are: CO[C:3]([C:5]1[C:6]([OH:29])=[C:7]2[C:12](=[CH:13][N:14]=1)[N:11]([CH2:15][C:16]1[CH:21]=[CH:20][CH:19]=[CH:18][CH:17]=1)[C:10](=[O:22])[C:9]([C:23]1[CH:28]=[CH:27][CH:26]=[CH:25][CH:24]=1)=[CH:8]2)=[O:4].[NH2:30][C@H:31]([CH3:36])[CH2:32][C:33]([OH:35])=[O:34].C[O-].[Na+]. Given the product [CH2:15]([N:11]1[C:12]2[C:7](=[C:6]([OH:29])[C:5]([C:3]([NH:30][C@H:31]([CH3:36])[CH2:32][C:33]([OH:35])=[O:34])=[O:4])=[N:14][CH:13]=2)[CH:8]=[C:9]([C:23]2[CH:24]=[CH:25][CH:26]=[CH:27][CH:28]=2)[C:10]1=[O:22])[C:16]1[CH:21]=[CH:20][CH:19]=[CH:18][CH:17]=1, predict the reactants needed to synthesize it. (4) Given the product [N:12]1([CH2:11][C:9]2[N:10]=[C:6]3[CH:5]=[CH:4][CH:3]=[C:2]([N:7]([CH3:6])[CH2:8][CH2:9][CH2:11][NH:12][CH3:13])[N:7]3[CH:8]=2)[C@H:25]2[C@H:16]([CH2:17][CH2:18][C:19]3[C:24]2=[N:23][CH:22]=[CH:21][CH:20]=3)[CH2:15][CH2:14][CH2:13]1, predict the reactants needed to synthesize it. The reactants are: F[C:2]1[N:7]2[CH:8]=[C:9]([CH2:11][N:12]3[C@H:25]4[C@H:16]([CH2:17][CH2:18][C:19]5[C:24]4=[N:23][CH:22]=[CH:21][CH:20]=5)[CH2:15][CH2:14][CH2:13]3)[N:10]=[C:6]2[CH:5]=[CH:4][CH:3]=1. (5) The reactants are: C(O[C:9]([N:11]([CH:28]([C:30]1[CH:35]=[C:34]([F:36])[C:33]([S:37]([CH3:40])(=[O:39])=[O:38])=[CH:32][C:31]=1[F:41])[CH3:29])[CH2:12][CH2:13][NH:14][CH:15]1[CH2:20][CH2:19][N:18]([C:21]([O:23][C:24]([CH3:27])([CH3:26])[CH3:25])=[O:22])[CH2:17][CH2:16]1)=[O:10])C1C=CC=CC=1.[H][H].C(N(C(C)C)C(C)C)C.N1(C(N2C=CN=C2)=O)C=CN=C1.C(OC(C)(C)C)=O. Given the product [F:41][C:31]1[CH:32]=[C:33]([S:37]([CH3:40])(=[O:38])=[O:39])[C:34]([F:36])=[CH:35][C:30]=1[CH:28]([N:11]1[CH2:12][CH2:13][N:14]([CH:15]2[CH2:20][CH2:19][N:18]([C:21]([O:23][C:24]([CH3:25])([CH3:26])[CH3:27])=[O:22])[CH2:17][CH2:16]2)[C:9]1=[O:10])[CH3:29], predict the reactants needed to synthesize it. (6) Given the product [OH-:8].[Fe+2:3].[OH-:1].[O-2:8].[Fe+2:2].[OH-:8].[Mo+4:9].[OH-:8].[OH-:8].[OH-:8].[Mo:9]=[O:8], predict the reactants needed to synthesize it. The reactants are: [O-2:1].[Fe+2:2].[Fe:3](Cl)Cl.[NH4+].[NH4+].[O-:8][Mo:9]([O-])(=O)=O.